Task: Predict the reactants needed to synthesize the given product.. Dataset: Full USPTO retrosynthesis dataset with 1.9M reactions from patents (1976-2016) (1) Given the product [C:11]([CH2:13][C:14]([NH:8][CH2:7][CH2:6][C:5]1[CH:9]=[CH:10][C:2]([F:1])=[CH:3][CH:4]=1)=[O:15])#[N:12], predict the reactants needed to synthesize it. The reactants are: [F:1][C:2]1[CH:10]=[CH:9][C:5]([CH2:6][CH2:7][NH2:8])=[CH:4][CH:3]=1.[C:11]([CH2:13][C:14](OCC)=[O:15])#[N:12]. (2) The reactants are: [CH3:1][C:2]1[C:6]([CH3:7])=[C:5]([OH:8])[N:4]([C:9]2[CH:14]=[CH:13][CH:12]=[C:11]([CH3:15])[N:10]=2)[N:3]=1.CCN(CC)CC.[O:23](S(C(F)(F)F)(=O)=O)[S:24]([C:27]([F:30])([F:29])[F:28])(=O)=[O:25]. Given the product [F:28][C:27]([F:30])([F:29])[S:24]([O:8][C:5]1[N:4]([C:9]2[CH:14]=[CH:13][CH:12]=[C:11]([CH3:15])[N:10]=2)[N:3]=[C:2]([CH3:1])[C:6]=1[CH3:7])(=[O:25])=[O:23], predict the reactants needed to synthesize it. (3) Given the product [F:27][C:28]1[CH:29]=[C:30]2[C:36]([C:37]3[N:38]=[C:20]([NH2:21])[C:19](/[N:9]=[N:2]/[C:3]4[CH:8]=[CH:7][CH:6]=[CH:5][CH:4]=4)=[C:18]([NH2:22])[N:39]=3)=[N:35][N:34]([CH2:40][C:41]3[CH:46]=[CH:45][CH:44]=[CH:43][C:42]=3[F:47])[C:31]2=[N:32][CH:33]=1, predict the reactants needed to synthesize it. The reactants are: Cl.[NH2:2][C:3]1[CH:8]=[CH:7][CH:6]=[CH:5][CH:4]=1.[N:9]([O-])=O.[Na+].C([O-])(=O)C.[Na+].[C:18](#[N:22])[CH2:19][C:20]#[N:21].C(O)(=O)C.[F:27][C:28]1[CH:29]=[C:30]2[C:36]([C:37](=[NH:39])[NH2:38])=[N:35][N:34]([CH2:40][C:41]3[CH:46]=[CH:45][CH:44]=[CH:43][C:42]=3[F:47])[C:31]2=[N:32][CH:33]=1. (4) Given the product [Br:24][CH2:20]/[CH:36]=[C:35](/[C:39]1[N:40]=[C:41]([O:46][CH3:47])[C:42]([Cl:45])=[CH:43][CH:44]=1)\[C:32]1[CH:31]=[CH:30][C:29]([C:25]([CH3:28])([CH3:26])[CH3:27])=[CH:34][CH:33]=1, predict the reactants needed to synthesize it. The reactants are: C1(P(C2C=CC=CC=2)C2C=CC=CC=2)C=CC=CC=1.[C:20]([Br:24])(Br)(Br)Br.[C:25]([C:29]1[CH:34]=[CH:33][C:32](/[C:35](/[C:39]2[CH:44]=[CH:43][C:42]([Cl:45])=[C:41]([O:46][CH3:47])[N:40]=2)=[CH:36]\CO)=[CH:31][CH:30]=1)([CH3:28])([CH3:27])[CH3:26].O. (5) Given the product [Cl:1][C:2]1[CH:3]=[C:4]([C:9](=[CH:19][C:16]2[CH:15]=[CH:14][N:13]=[CH:18][CH:17]=2)[C:10](=[O:12])[C:21]([OH:24])=[O:23])[CH:5]=[CH:6][C:7]=1[Cl:8], predict the reactants needed to synthesize it. The reactants are: [Cl:1][C:2]1[CH:3]=[C:4]([CH2:9][C:10]([OH:12])=O)[CH:5]=[CH:6][C:7]=1[Cl:8].[N:13]1[CH:18]=[CH:17][C:16]([CH:19]=O)=[CH:15][CH:14]=1.[C:21]([O:24]C(=O)C)(=[O:23])C.N1C=CC=CC=1. (6) The reactants are: [O:1]1[C:5]2[CH:6]=[CH:7][CH:8]=[CH:9][C:4]=2[N:3]=[C:2]1[C:10]1[CH:11]=[CH:12][C:13]([NH:17][CH:18]2[CH2:23][CH2:22][O:21][CH2:20][CH2:19]2)=[C:14]([CH:16]=1)[NH2:15].[C:24]1([C:30]#[C:31][CH:32]=O)[CH:29]=[CH:28][CH:27]=[CH:26][CH:25]=1.OOS([O-])=O.[K+].C(=O)([O-])[O-].[K+].[K+]. Given the product [O:1]1[C:5]2[CH:6]=[CH:7][CH:8]=[CH:9][C:4]=2[N:3]=[C:2]1[C:10]1[CH:11]=[CH:12][C:13]2[N:17]([CH:18]3[CH2:23][CH2:22][O:21][CH2:20][CH2:19]3)[C:32]([C:31]#[C:30][C:24]3[CH:29]=[CH:28][CH:27]=[CH:26][CH:25]=3)=[N:15][C:14]=2[CH:16]=1, predict the reactants needed to synthesize it.